Task: Predict the reactants needed to synthesize the given product.. Dataset: Full USPTO retrosynthesis dataset with 1.9M reactions from patents (1976-2016) (1) Given the product [CH2:30]([O:29][C:26]1[CH:25]=[CH:24][C:23]([S:20]([NH:19][CH:8]([C:9]2[CH:14]=[CH:13][C:12]([O:15][CH2:16][C:17]#[CH:18])=[CH:11][CH:10]=2)[C:7]([NH:6][OH:5])=[O:34])(=[O:22])=[O:21])=[CH:28][CH:27]=1)[C:31]#[C:32][CH3:33], predict the reactants needed to synthesize it. The reactants are: C([O:5][NH:6][C:7](=[O:34])[CH:8]([NH:19][S:20]([C:23]1[CH:28]=[CH:27][C:26]([O:29][CH2:30][C:31]#[C:32][CH3:33])=[CH:25][CH:24]=1)(=[O:22])=[O:21])[C:9]1[CH:14]=[CH:13][C:12]([O:15][CH2:16][C:17]#[CH:18])=[CH:11][CH:10]=1)(C)(C)C. (2) Given the product [C:1]([O:5][C:6]([N:8]1[CH2:13][CH2:12][CH:11]([C:14](=[O:16])[N:18]([CH3:19])[CH3:17])[CH2:10][CH2:9]1)=[O:7])([CH3:4])([CH3:3])[CH3:2], predict the reactants needed to synthesize it. The reactants are: [C:1]([O:5][C:6]([N:8]1[CH2:13][CH2:12][CH:11]([C:14]([OH:16])=O)[CH2:10][CH2:9]1)=[O:7])([CH3:4])([CH3:3])[CH3:2].[CH3:17][N:18](C(ON1N=NC2C=CC=NC1=2)=[N+](C)C)[CH3:19].F[P-](F)(F)(F)(F)F.Cl.CNC. (3) Given the product [C:16]12([CH2:26][O:27][C:28]3[C:40]([C@@H:41]4[CH2:1][C@H:42]4[CH2:43][O:44][CH3:45])=[CH:39][C:31]([C:32]([OH:34])=[O:33])=[C:30]([F:46])[CH:29]=3)[CH2:23][CH:22]3[CH2:24][CH:18]([CH2:19][CH:20]([CH2:21]3)[CH2:25]1)[CH2:17]2, predict the reactants needed to synthesize it. The reactants are: [CH2:1]([Zn]CC)C.FC(F)(F)C(O)=O.ICI.[C:16]12([CH2:26][O:27][C:28]3[C:40](/[CH:41]=[CH:42]/[CH2:43][O:44][CH3:45])=[CH:39][C:31]([C:32]([O:34]C(C)(C)C)=[O:33])=[C:30]([F:46])[CH:29]=3)[CH2:25][CH:20]3[CH2:21][CH:22]([CH2:24][CH:18]([CH2:19]3)[CH2:17]1)[CH2:23]2.C(=O)(O)[O-].[Na+].